From a dataset of Full USPTO retrosynthesis dataset with 1.9M reactions from patents (1976-2016). Predict the reactants needed to synthesize the given product. (1) The reactants are: [NH2:1][C:2]1[C:22]([O:23][CH3:24])=[CH:21][C:5]2[CH2:6][CH2:7][N:8]([CH2:11][C:12]([N:14]3[CH2:19][CH2:18][N:17]([CH3:20])[CH2:16][CH2:15]3)=[O:13])[CH2:9][CH2:10][C:4]=2[CH:3]=1.[Cl:25][C:26]1[CH:27]=[CH:28][C:29]([NH:38][C:39]2[C:44]([Cl:45])=[CH:43][N:42]=[C:41](Cl)[N:40]=2)=[C:30]([S:32]([N:35]([CH3:37])[CH3:36])(=[O:34])=[O:33])[CH:31]=1. Given the product [Cl:25][C:26]1[CH:27]=[CH:28][C:29]([NH:38][C:39]2[C:44]([Cl:45])=[CH:43][N:42]=[C:41]([NH:1][C:2]3[C:22]([O:23][CH3:24])=[CH:21][C:5]4[CH2:6][CH2:7][N:8]([CH2:11][C:12]([N:14]5[CH2:15][CH2:16][N:17]([CH3:20])[CH2:18][CH2:19]5)=[O:13])[CH2:9][CH2:10][C:4]=4[CH:3]=3)[N:40]=2)=[C:30]([S:32]([N:35]([CH3:37])[CH3:36])(=[O:33])=[O:34])[CH:31]=1, predict the reactants needed to synthesize it. (2) Given the product [Si:17]([O:24][C@H:25]1[CH2:34][C:33]([CH3:35])([CH3:36])[CH2:32][C:31]2[N:30]=[C:29]([CH:37]([CH3:38])[CH3:39])[C:28]3[C:40]([C:2]4[CH:7]=[CH:6][C:5]([C:8]([F:11])([F:10])[F:9])=[CH:4][CH:3]=4)([OH:48])[O:41][C:42]4([CH2:43][CH2:44][O:45][CH2:46][CH2:47]4)[C:27]=3[C:26]1=2)([C:20]([CH3:22])([CH3:23])[CH3:21])([CH3:18])[CH3:19], predict the reactants needed to synthesize it. The reactants are: I[C:2]1[CH:7]=[CH:6][C:5]([C:8]([F:11])([F:10])[F:9])=[CH:4][CH:3]=1.C([Li])(C)(C)C.[Si:17]([O:24][C@H:25]1[CH2:34][C:33]([CH3:36])([CH3:35])[CH2:32][C:31]2[N:30]=[C:29]([CH:37]([CH3:39])[CH3:38])[C:28]3[C:40](=[O:48])[O:41][C:42]4([CH2:47][CH2:46][O:45][CH2:44][CH2:43]4)[C:27]=3[C:26]1=2)([C:20]([CH3:23])([CH3:22])[CH3:21])([CH3:19])[CH3:18].